This data is from Drug-target binding data from BindingDB using IC50 measurements. The task is: Regression. Given a target protein amino acid sequence and a drug SMILES string, predict the binding affinity score between them. We predict pIC50 (pIC50 = -log10(IC50 in M); higher means more potent). Dataset: bindingdb_ic50. (1) The drug is O=C([O-])CCc1cccc(C(=O)[O-])c1. The target protein sequence is MTDAGRQGRVEALSISVTAPYCRFEKTGSPDLEGDETVLGLIEHGTGHTDVSLVDGAPRTAVHTTTRDDEAFTEVWHAQRPVESGMDNGIAWARTDAYLFGVVRTGESGRYADATAALYTNVFQLTRSLGYPLLARTWNYVSGINTTNADGLEVYRDFCVGRAQALDEGGIDPATMPAATGIGAHGGGITCVFLAARGGVRINIENPAVLTAHHYPTTYGPRPPVFARATWLGPPEGGRLFISATAGILGHRTVHHGDVTGQCEVALDNMARVIGAENLRRHGVQRGHVLADVDHLKVYVRRREDLDTVRRVCAARLSSTAAVALLHTDIAREDLLVEIEGMVA. The pIC50 is 3.0. (2) The target protein (Q8R431) has sequence MPEASSPRRTPQNVPYQDLPHLVNADGQYLFCRYWKPSGTPKALIFVSHGAGEHCGRYDELAQMLKRLDMLVFAHDHVGHGQSEGERMVVSDFQVFVRDLLQHVNTVQKDYPEVPVFLLGHSMGGAISILAAAERPTHFSGMILISPLILANPESASTLKVLAAKLLNFVLPNISLGRIDSSVLSRNKSEVDLYNSDPLICHAGVKVCFGIQLLNAVSRVERAMPRLTLPFLLLQGSADRLCDSKGAYLLMESSPSQDKTLKMYEGAYHVLHKELPEVTNSVLHEINTWVSHRIAVAGARCLP. The drug is O=C(Nc1cccc(-c2ccccc2)c1)Oc1cccc(-c2ccccc2)c1. The pIC50 is 3.5. (3) The pIC50 is 9.1. The target protein (P06479) has sequence MASYPGHQHASAFDQAARSRGHSNRRTALRPRRQQEATEVRPEQKMPTLLRVYIDGPHGMGKTTTTQLLVALGSRDDIVYVPEPMTYWRVLGASETIANIYTTQHRLDQGEISAGDAAVVMTSAQITMGMPYAVTDAVLAPHIGGEAGSSHAPPPALTLIFDRHPIAALLCYPAARYLMGSMTPQAVLAFVALIPPTLPGTNIVLGALPEDRHIDRLAKRQRPGERLDLAMLAAIRRVYGLLANTVRYLQGGGSWREDWGQLSGTAVPPQGAEPQSNAGPRPHIGDTLFTLFRAPELLAPNGDLYNVFAWALDVLAKRLRPMHVFILDYDQSPAGCRDALLQLTSGMIQTHVTTPGSIPTICDLARTFAREMGEAN. The compound is CCc1cn([C@@H]2O[C@H](CNC(=O)C3c4ccccc4Oc4c(-c5ccccc5)cccc43)[C@@H](O)[C@@H]2F)c(=O)[nH]c1=O. (4) The drug is O=C(c1cc2ccc(O)cc2o1)N1CCC(Cc2ccccc2)CC1. The target protein (Q00960) has sequence MKPSAECCSPKFWLVLAVLAVSGSKARSQKSPPSIGIAVILVGTSDEVAIKDAHEKDDFHHLSVVPRVELVAMNETDPKSIITRICDLMSDRKIQGVVFADDTDQEAIAQILDFISAQTLTPILGIHGGSSMIMADKDESSMFFQFGPSIEQQASVMLNIMEEYDWYIFSIVTTYFPGYQDFVNKIRSTIENSFVGWELEEVLLLDMSLDDGDSKIQNQLKKLQSPIILLYCTKEEATYIFEVANSVGLTGYGYTWIVPSLVAGDTDTVPSEFPTGLISVSYDEWDYGLPARVRDGIAIITTAASDMLSEHSFIPEPKSSCYNTHEKRIYQSNMLNRYLINVTFEGRNLSFSEDGYQMHPKLVIILLNKERKWERVGKWKDKSLQMKYYVWPRMCPETEEQEDDHLSIVTLEEAPFVIVESVDPLSGTCMRNTVPCQKRIISENKTDEEPGYIKKCCKGFCIDILKKISKSVKFTYDLYLVTNGKHGKKINGTWNGMIGE.... The pIC50 is 5.0. (5) The small molecule is CCCCCCCCCCCCCCCC(=O)N[C@H]([C@H](O)c1ccccc1)[C@@H](O)C(F)(F)P(=O)(O)O. The target protein (O60906) has sequence MKPNFSLRLRIFNLNCWGIPYLSKHRADRMRRLGDFLNQESFDLALLEEVWSEQDFQYLRQKLSPTYPAAHHFRSGIIGSGLCVFSKHPIQELTQHIYTLNGYPYMIHHGDWFSGKAVGLLVLHLSGMVLNAYVTHLHAEYNRQKDIYLAHRVAQAWELAQFIHHTSKKADVVLLCGDLNMHPEDLGCCLLKEWTGLHDAYLETRDFKGSEEGNTMVPKNCYVSQQELKPFPFGVRIDYVLYKAVSGFYISCKSFETTTGFDPHRGTPLSDHEALMATLFVRHSPPQQNPSSTHGPAERSPLMCVLKEAWTELGLGMAQARWWATFASYVIGLGLLLLALLCVLAAGGGAGEAAILLWTPSVGLVLWAGAFYLFHVQEVNGLYRAQAELQHVLGRAREAQDLGPEPQPALLLGQQEGDRTKEQ. The pIC50 is 3.4.